From a dataset of Full USPTO retrosynthesis dataset with 1.9M reactions from patents (1976-2016). Predict the reactants needed to synthesize the given product. (1) Given the product [N:30]1([C:2]2[C:3]3[C:10]([C:11]4[CH:12]=[N:13][N:14]([CH:16]5[CH2:21][CH2:20][CH2:19][CH2:18][O:17]5)[CH:15]=4)=[CH:9][N:8]([CH2:22][O:23][CH2:24][CH2:25][Si:26]([CH3:28])([CH3:29])[CH3:27])[C:4]=3[N:5]=[CH:6][N:7]=2)[CH2:35][CH2:34][O:33][CH2:32][CH2:31]1, predict the reactants needed to synthesize it. The reactants are: Cl[C:2]1[C:3]2[C:10]([C:11]3[CH:12]=[N:13][N:14]([CH:16]4[CH2:21][CH2:20][CH2:19][CH2:18][O:17]4)[CH:15]=3)=[CH:9][N:8]([CH2:22][O:23][CH2:24][CH2:25][Si:26]([CH3:29])([CH3:28])[CH3:27])[C:4]=2[N:5]=[CH:6][N:7]=1.[NH:30]1[CH2:35][CH2:34][O:33][CH2:32][CH2:31]1.C(N(CC)C(C)C)(C)C. (2) Given the product [Br:8][C:27]1[C:20]2[N:21]=[C:22]([S:25][CH3:26])[N:23]=[CH:24][C:19]=2[C:18](=[O:29])[N:17]([C:11]2[C:10]([Cl:9])=[CH:15][CH:14]=[CH:13][C:12]=2[Cl:16])[CH:28]=1, predict the reactants needed to synthesize it. The reactants are: C1C(=O)N([Br:8])C(=O)C1.[Cl:9][C:10]1[CH:15]=[CH:14][CH:13]=[C:12]([Cl:16])[C:11]=1[N:17]1[CH:28]=[CH:27][C:20]2[N:21]=[C:22]([S:25][CH3:26])[N:23]=[CH:24][C:19]=2[C:18]1=[O:29]. (3) Given the product [Br:14][C:15]1[CH:22]=[CH:21][CH:20]=[CH:19][C:16]=1/[CH:9]=[CH:8]/[C@H:7]([C@@H:6]1[O:5][C:4](=[O:11])[C@H:3]([O:12][CH3:13])[C@@H:2]1[OH:1])[OH:10], predict the reactants needed to synthesize it. The reactants are: [OH:1][C@@H:2]1[C@H:6]([C@H:7]([OH:10])[CH:8]=[CH2:9])[O:5][C:4](=[O:11])[C@@H:3]1[O:12][CH3:13].[Br:14][C:15]1[CH:22]=[CH:21][CH:20]=[CH:19][C:16]=1C=C.C1COCC1. (4) The reactants are: Cl.[F:2][C:3]([F:8])([F:7])[CH2:4][O:5][NH2:6].[C:9]([CH:12]1[CH2:15][N:14]([C:16](=[O:30])/[CH:17]=[CH:18]/[C:19]2[CH:20]=[C:21]3[C:26](=[N:27][CH:28]=2)[NH:25][C:24](=[O:29])[CH2:23][CH2:22]3)[CH2:13]1)(=O)[CH3:10]. Given the product [O:30]=[C:16]([N:14]1[CH2:15][CH:12](/[C:9](=[N:6]\[O:5][CH2:4][C:3]([F:8])([F:7])[F:2])/[CH3:10])[CH2:13]1)/[CH:17]=[CH:18]/[C:19]1[CH:20]=[C:21]2[C:26](=[N:27][CH:28]=1)[NH:25][C:24](=[O:29])[CH2:23][CH2:22]2, predict the reactants needed to synthesize it. (5) Given the product [Br:1][C:2]1[CH:10]=[C:9]([CH3:11])[C:5]([C:6]([NH2:15])=[O:7])=[C:4]([F:12])[CH:3]=1, predict the reactants needed to synthesize it. The reactants are: [Br:1][C:2]1[CH:10]=[C:9]([CH3:11])[C:5]([C:6](O)=[O:7])=[C:4]([F:12])[CH:3]=1.C(N1C=CN=C1)([N:15]1C=CN=C1)=O.N.